Dataset: Forward reaction prediction with 1.9M reactions from USPTO patents (1976-2016). Task: Predict the product of the given reaction. (1) Given the reactants [Cl:1][CH2:2][CH2:3][N:4]([CH2:16][CH2:17][Cl:18])[C:5]1[CH:10]=[CH:9][C:8]([CH2:11][C:12]([O:14]C)=[O:13])=[CH:7][CH:6]=1.[Li+].[OH-].O.Cl, predict the reaction product. The product is: [Cl:1][CH2:2][CH2:3][N:4]([CH2:16][CH2:17][Cl:18])[C:5]1[CH:6]=[CH:7][C:8]([CH2:11][C:12]([OH:14])=[O:13])=[CH:9][CH:10]=1. (2) Given the reactants [NH2:1][C@H:2]([CH2:7][OH:8])[C:3]([CH3:6])([CH3:5])[CH3:4].[CH2:9]([C@@:12]1([CH3:33])[CH2:17][C@H:16]([C:18]2[CH:23]=[CH:22][CH:21]=[C:20]([Cl:24])[CH:19]=2)[C@H:15]([C:25]2[CH:30]=[CH:29][C:28]([Cl:31])=[CH:27][CH:26]=2)[O:14][C:13]1=[O:32])[CH:10]=[CH2:11], predict the reaction product. The product is: [Cl:24][C:20]1[CH:19]=[C:18]([C@H:16]([C@H:15]([C:25]2[CH:26]=[CH:27][C:28]([Cl:31])=[CH:29][CH:30]=2)[OH:14])[CH2:17][C@:12]([CH3:33])([CH2:9][CH:10]=[CH2:11])[C:13]([NH:1][C@@H:2]([C:3]([CH3:6])([CH3:5])[CH3:4])[CH2:7][OH:8])=[O:32])[CH:23]=[CH:22][CH:21]=1.